Dataset: Serine/threonine kinase 33 screen with 319,792 compounds. Task: Binary Classification. Given a drug SMILES string, predict its activity (active/inactive) in a high-throughput screening assay against a specified biological target. (1) The result is 0 (inactive). The drug is N1C(Cc2c1cccc2)CCc1ccccc1. (2) The result is 0 (inactive). The drug is Fc1ccc(CC(CC=C)C(OCC(NC(=O)C(CC(=O)NCCO)CC=C)Cc2ccccc2)=O)cc1. (3) The drug is O=C(Nc1ccccc1)CCC(=O)N\N=C\C=C/c1ccccc1. The result is 0 (inactive).